From a dataset of Full USPTO retrosynthesis dataset with 1.9M reactions from patents (1976-2016). Predict the reactants needed to synthesize the given product. (1) Given the product [C:1]([C:3]1[CH:8]=[C:7]([C:9]([F:11])([F:12])[F:10])[CH:6]=[CH:5][C:4]=1[N:13]1[CH2:18][CH2:17][O:16][C:15]2[CH:19]=[C:20]([S:23]([NH:44][C:41]3[CH:42]=[CH:43][N:38]=[CH:39][N:40]=3)(=[O:24])=[O:25])[CH:21]=[CH:22][C:14]1=2)#[N:2], predict the reactants needed to synthesize it. The reactants are: [C:1]([C:3]1[CH:8]=[C:7]([C:9]([F:12])([F:11])[F:10])[CH:6]=[CH:5][C:4]=1[N:13]1[CH2:18][CH2:17][O:16][C:15]2[CH:19]=[C:20]([S:23](OC3C(F)=C(F)C(F)=C(F)C=3F)(=[O:25])=[O:24])[CH:21]=[CH:22][C:14]1=2)#[N:2].[N:38]1[CH:43]=[CH:42][C:41]([NH2:44])=[N:40][CH:39]=1.C[Si]([N-][Si](C)(C)C)(C)C.[Li+]. (2) Given the product [I:1][C:10]1[CH:11]=[C:12]([CH3:17])[CH:13]=[C:14]([CH3:16])[CH:15]=1, predict the reactants needed to synthesize it. The reactants are: [I-:1].[Na+].CNCCNC.Br[C:10]1[CH:11]=[C:12]([CH3:17])[CH:13]=[C:14]([CH3:16])[CH:15]=1.CCCCCCCCCCCC. (3) Given the product [C:1]1([C:7]2[O:11][C:10]([C:12]([NH:14][NH2:15])=[O:13])=[CH:9][CH:8]=2)[CH:2]=[CH:3][CH:4]=[CH:5][CH:6]=1, predict the reactants needed to synthesize it. The reactants are: [C:1]1([C:7]2[O:11][C:10]([C:12]([NH:14][NH:15]C(OC(C)(C)C)=O)=[O:13])=[CH:9][CH:8]=2)[CH:6]=[CH:5][CH:4]=[CH:3][CH:2]=1.C(O)(C(F)(F)F)=O. (4) The reactants are: [Br:1][C:2]1[CH:7]=[CH:6][C:5]([CH2:8][OH:9])=[CH:4][C:3]=1[CH3:10].[O:11]1[CH:16]=[CH:15][CH2:14][CH2:13][CH2:12]1.C1(C)C=CC(S([O-])(=O)=O)=CC=1.[NH+]1C=CC=CC=1. Given the product [Br:1][C:2]1[CH:7]=[CH:6][C:5]([CH2:8][O:9][CH:12]2[CH2:13][CH2:14][CH2:15][CH2:16][O:11]2)=[CH:4][C:3]=1[CH3:10], predict the reactants needed to synthesize it. (5) Given the product [C:10]([CH2:12][C:13]([NH:6][C:5]1[CH:7]=[CH:8][C:2]([F:1])=[CH:3][C:4]=1[CH3:9])=[O:14])#[N:11], predict the reactants needed to synthesize it. The reactants are: [F:1][C:2]1[CH:8]=[CH:7][C:5]([NH2:6])=[C:4]([CH3:9])[CH:3]=1.[C:10]([CH2:12][C:13](OCC)=[O:14])#[N:11]. (6) Given the product [F:10][C:4]1[CH:3]=[C:2]([C:45]2[CH:50]=[CH:49][N:48]=[C:47]3[NH:51][C:61]([C:59]4[CH:58]=[N:57][N:56]([CH3:55])[CH:60]=4)=[N:52][C:46]=23)[CH:7]=[CH:6][C:5]=1[CH2:8][NH2:9], predict the reactants needed to synthesize it. The reactants are: Br[C:2]1[CH:7]=[CH:6][C:5]([CH2:8][NH2:9])=[C:4]([F:10])[CH:3]=1.C(OC(OC(C)(C)C)=O)(OC(C)(C)C)=O.CC1(C)C(C)(C)OB(B2OC(C)(C)C(C)(C)O2)O1.Cl[C:45]1[CH:50]=[CH:49][N:48]=[C:47]([NH2:51])[C:46]=1[N+:52]([O-])=O.[CH3:55][N:56]1[CH:60]=[C:59]([CH:61]=O)[CH:58]=[N:57]1.OB(O)C1C=CC(C(O)=O)=CC=1.CC(C)(C)CCN. (7) Given the product [Cl:12][CH2:13][C:14]([NH:4][C:3]1[CH:5]=[CH:6][C:7]([N+:9]([O-:11])=[O:10])=[CH:8][C:2]=1[Cl:1])=[O:15], predict the reactants needed to synthesize it. The reactants are: [Cl:1][C:2]1[CH:8]=[C:7]([N+:9]([O-:11])=[O:10])[CH:6]=[CH:5][C:3]=1[NH2:4].[Cl:12][CH2:13][C:14](Cl)=[O:15].CCOCC. (8) Given the product [Cl:19][C:18]1[N:17]=[CH:16][C:15]([C:20]2[S:24][C:23]([NH:25][C:26](=[O:28])[CH3:27])=[N:22][C:21]=2[CH3:29])=[CH:14][C:13]=1[NH:12][C:10]([NH:9][C:3]1[CH:4]=[CH:5][C:6]([F:8])=[CH:7][C:2]=1[F:1])=[O:11], predict the reactants needed to synthesize it. The reactants are: [F:1][C:2]1[CH:7]=[C:6]([F:8])[CH:5]=[CH:4][C:3]=1[N:9]=[C:10]=[O:11].[NH2:12][C:13]1[CH:14]=[C:15]([C:20]2[S:24][C:23]([NH:25][C:26](=[O:28])[CH3:27])=[N:22][C:21]=2[CH3:29])[CH:16]=[N:17][C:18]=1[Cl:19]. (9) Given the product [CH:1]1([C:8]2[N:27]3[N:28]=[CH:29][N:30]=[C:26]3[N:25]=[C:10]([OH:11])[C:9]=2[C:15]2[C:20]([F:21])=[CH:19][C:18]([F:22])=[CH:17][C:16]=2[F:23])[CH2:7][CH2:6][CH2:5][CH2:4][CH2:3][CH2:2]1, predict the reactants needed to synthesize it. The reactants are: [CH:1]1([C:8](=O)[CH:9]([C:15]2[C:20]([F:21])=[CH:19][C:18]([F:22])=[CH:17][C:16]=2[F:23])[C:10](OCC)=[O:11])[CH2:7][CH2:6][CH2:5][CH2:4][CH2:3][CH2:2]1.[NH2:25][C:26]1[N:30]=[CH:29][NH:28][N:27]=1.C(N(CCCC)CCCC)CCC. (10) Given the product [Br:1][C:2]1[CH:10]=[N:9][CH:8]=[CH:7][C:3]=1[CH2:4][OH:5], predict the reactants needed to synthesize it. The reactants are: [Br:1][C:2]1[CH:10]=[N:9][CH:8]=[CH:7][C:3]=1[C:4](O)=[O:5].ClC(OC)=O.[BH4-].[Na+].